Dataset: Forward reaction prediction with 1.9M reactions from USPTO patents (1976-2016). Task: Predict the product of the given reaction. (1) Given the reactants [C:1]1(/[CH:7]=[CH:8]/[S:9](Cl)(=[O:11])=[O:10])[CH:6]=[CH:5][CH:4]=[CH:3][CH:2]=1.CN(C1C=CC=CN=1)C.[NH2:22][C:23]1[N:27]([CH3:28])[N:26]=[C:25]([O:29][CH2:30][CH2:31][OH:32])[C:24]=1[C:33]1[CH:41]=[CH:40][C:36]2[O:37][CH2:38][O:39][C:35]=2[CH:34]=1, predict the reaction product. The product is: [O:37]1[C:36]2[CH:40]=[CH:41][C:33]([C:24]3[C:25]([O:29][CH2:30][CH2:31][OH:32])=[N:26][N:27]([CH3:28])[C:23]=3[NH:22][S:9](/[CH:8]=[CH:7]/[C:1]3[CH:6]=[CH:5][CH:4]=[CH:3][CH:2]=3)(=[O:11])=[O:10])=[CH:34][C:35]=2[O:39][CH2:38]1. (2) Given the reactants [NH2:1][C:2]1[CH:7]=[CH:6][CH:5]=[CH:4][CH:3]=1.Br[CH:9]([Br:15])[CH2:10][CH2:11][CH2:12][CH2:13][CH3:14].[C:16]([O-])(=O)[CH3:17].[Na+], predict the reaction product. The product is: [Br:15][CH2:9][CH2:10][CH2:11][CH2:12][CH2:16][CH2:17][N:1]([CH2:14][CH2:13][CH2:12][CH2:11][CH2:10][CH2:9][Br:15])[C:2]1[CH:7]=[CH:6][CH:5]=[CH:4][CH:3]=1. (3) Given the reactants C([O:3][C:4](=[O:20])[C:5]([N:7]1[CH2:12][CH2:11][CH:10]([CH2:13][C:14]2[CH:19]=[CH:18][CH:17]=[CH:16][CH:15]=2)[CH2:9][CH2:8]1)=[O:6])C, predict the reaction product. The product is: [CH2:13]([CH:10]1[CH2:9][CH2:8][N:7]([C:5](=[O:6])[C:4]([OH:20])=[O:3])[CH2:12][CH2:11]1)[C:14]1[CH:15]=[CH:16][CH:17]=[CH:18][CH:19]=1.